Dataset: Forward reaction prediction with 1.9M reactions from USPTO patents (1976-2016). Task: Predict the product of the given reaction. (1) Given the reactants [C:1]1(=O)[CH2:8][CH2:7][CH2:6][CH2:5][CH2:4][CH2:3][C:2]1=O.COP([CH2:17][C:18]([C:20]1[CH:25]=[CH:24][C:23]([Cl:26])=[CH:22][C:21]=1[CH3:27])=O)(=O)OC.O.[NH2:29][NH2:30], predict the reaction product. The product is: [Cl:26][C:23]1[CH:24]=[CH:25][C:20]([C:18]2[N:30]=[N:29][C:2]3[CH2:3][CH2:4][CH2:5][CH2:6][CH2:7][CH2:8][C:1]=3[CH:17]=2)=[C:21]([CH3:27])[CH:22]=1. (2) Given the reactants [CH3:1][O:2][C:3]1[CH:18]=[CH:17][C:6]([CH2:7][N:8]2[C:12](=[O:13])[CH2:11][CH:10](C(N)=O)[CH2:9]2)=[CH:5][CH:4]=1.C(O)(=O)C.C(O)(=O)C.I(C1C=CC=CC=1)=O.[ClH:35].O.C(#[N:39])C, predict the reaction product. The product is: [ClH:35].[NH2:39][CH:10]1[CH2:9][N:8]([CH2:7][C:6]2[CH:17]=[CH:18][C:3]([O:2][CH3:1])=[CH:4][CH:5]=2)[C:12](=[O:13])[CH2:11]1.